The task is: Predict the reactants needed to synthesize the given product.. This data is from Full USPTO retrosynthesis dataset with 1.9M reactions from patents (1976-2016). (1) Given the product [O:1]=[C:2]1[N:6]2[CH:7]=[CH:8][C:9]3[C:10](=[O:38])[C:11]([C:21]4[CH:28]=[CH:27][C:24]([C:54]([CH3:57])([CH3:51])[C:55]#[N:56])=[CH:23][CH:22]=4)=[C:12]([C:15]4[CH:16]=[CH:17][CH:18]=[CH:19][CH:20]=4)[O:13][C:14]=3[C:5]2=[N:4][N:3]1[CH2:39][O:40][CH2:41][CH2:42][Si:43]([CH3:44])([CH3:45])[CH3:46], predict the reactants needed to synthesize it. The reactants are: [O:1]=[C:2]1[N:6]2[CH:7]=[CH:8][C:9]3[C:10](=[O:38])[C:11]([C:21]4[CH:22]=[CH:23][C:24]([C:27]5(NS(C(C)(C)C)=O)CC[CH2:28]5)=NC=4)=[C:12]([C:15]4[CH:20]=[CH:19][CH:18]=[CH:17][CH:16]=4)[O:13][C:14]=3[C:5]2=[N:4][N:3]1[CH2:39][O:40][CH2:41][CH2:42][Si:43]([CH3:46])([CH3:45])[CH3:44].BrC1C=C[C:51]([C:54](C)([CH3:57])[C:55]#[N:56])=CC=1. (2) Given the product [Br:19][CH2:20][CH2:21][CH2:22][O:1][C:2]1[CH:16]=[CH:15][CH:14]=[CH:13][C:3]=1[O:4][CH2:5][CH2:6][CH2:7][C:8]([O:10][CH2:11][CH3:12])=[O:9], predict the reactants needed to synthesize it. The reactants are: [OH:1][C:2]1[CH:16]=[CH:15][CH:14]=[CH:13][C:3]=1[O:4][CH2:5][CH2:6][CH2:7][C:8]([O:10][CH2:11][CH3:12])=[O:9].[H-].[Na+].[Br:19][CH2:20][CH2:21][CH2:22]Br. (3) Given the product [C:13]([C:6]1[CH:7]=[CH:8][C:9]([N+:10]([O-:12])=[O:11])=[C:4]([CH:5]=1)[CH:3]=[O:2])(=[O:14])[C:15]1[CH:16]=[CH:17][CH:18]=[CH:19][CH:20]=1, predict the reactants needed to synthesize it. The reactants are: C[O:2][CH:3](OC)[C:4]1[CH:5]=[C:6]([C:13]([C:15]2[CH:20]=[CH:19][CH:18]=[CH:17][CH:16]=2)=[O:14])[CH:7]=[CH:8][C:9]=1[N+:10]([O-:12])=[O:11].Cl. (4) Given the product [N:7]1[CH:12]=[CH:11][CH:10]=[C:9]([S:13]([Cl:2])(=[O:16])=[O:14])[CH:8]=1.[N:7]1[CH:12]=[CH:11][CH:10]=[C:9]([S:13]([N:24]2[CH2:29][CH2:28][O:27][CH2:26][CH2:25]2)(=[O:15])=[O:16])[CH:8]=1, predict the reactants needed to synthesize it. The reactants are: P(Cl)(Cl)(Cl)(Cl)[Cl:2].[N:7]1[CH:12]=[CH:11][CH:10]=[C:9]([S:13]([OH:16])(=[O:15])=[O:14])[CH:8]=1.C(N(CC)CC)C.[NH:24]1[CH2:29][CH2:28][O:27][CH2:26][CH2:25]1.C([O-])([O-])=O.[K+].[K+]. (5) Given the product [Cl:1][C:2]1[CH:3]=[C:4]([CH:8]=[CH:9][C:10]=1[N+:11]([O-:13])=[O:12])[C:5]([NH:28][CH2:27][C:26]([CH3:30])([CH3:29])[CH2:25][N:24]([CH3:31])[CH3:23])=[O:6], predict the reactants needed to synthesize it. The reactants are: [Cl:1][C:2]1[CH:3]=[C:4]([CH:8]=[CH:9][C:10]=1[N+:11]([O-:13])=[O:12])[C:5](Cl)=[O:6].C(N(CC)C(C)C)(C)C.[CH3:23][N:24]([CH3:31])[CH2:25][C:26]([CH3:30])([CH3:29])[CH2:27][NH2:28].